This data is from Forward reaction prediction with 1.9M reactions from USPTO patents (1976-2016). The task is: Predict the product of the given reaction. (1) Given the reactants [NH2:1][CH2:2][CH2:3][C:4]1[CH:42]=[CH:41][C:7]([O:8][CH2:9][CH2:10][C:11]2[CH:12]=[CH:13][C:14]([O:33][CH2:34][C:35]3[CH:40]=[CH:39][CH:38]=[CH:37][CH:36]=3)=[C:15]([C@@H:17]([C:27]3[CH:32]=[CH:31][CH:30]=[CH:29][CH:28]=3)[CH2:18][CH2:19][N:20]([CH:24]([CH3:26])[CH3:25])[CH:21]([CH3:23])[CH3:22])[CH:16]=2)=[CH:6][CH:5]=1.[CH2:43]([O:50][C:51]1[CH:56]=[CH:55][C:54]([C@@H:57]([O:60][Si:61]([C:64]([CH3:67])([CH3:66])[CH3:65])([CH3:63])[CH3:62])[CH2:58]Br)=[CH:53][C:52]=1[NH:68][S:69]([CH3:72])(=[O:71])=[O:70])[C:44]1[CH:49]=[CH:48][CH:47]=[CH:46][CH:45]=1.C(=O)([O-])O.[Na+].[I-].[K+], predict the reaction product. The product is: [NH3:1].[CH2:43]([O:50][C:51]1[CH:56]=[CH:55][C:54]([C@@H:57]([O:60][Si:61]([C:64]([CH3:65])([CH3:67])[CH3:66])([CH3:63])[CH3:62])[CH2:58][NH:1][CH2:2][CH2:3][C:4]2[CH:42]=[CH:41][C:7]([O:8][CH2:9][CH2:10][C:11]3[CH:12]=[CH:13][C:14]([O:33][CH2:34][C:35]4[CH:36]=[CH:37][CH:38]=[CH:39][CH:40]=4)=[C:15]([C@@H:17]([C:27]4[CH:28]=[CH:29][CH:30]=[CH:31][CH:32]=4)[CH2:18][CH2:19][N:20]([CH:24]([CH3:26])[CH3:25])[CH:21]([CH3:23])[CH3:22])[CH:16]=3)=[CH:6][CH:5]=2)=[CH:53][C:52]=1[NH:68][S:69]([CH3:72])(=[O:70])=[O:71])[C:44]1[CH:49]=[CH:48][CH:47]=[CH:46][CH:45]=1. (2) Given the reactants O[CH2:2][CH2:3][C:4]1[C:9]([C:10]([NH:12][CH2:13][C:14]2[CH:19]=[CH:18][C:17]([O:20][CH3:21])=[CH:16][CH:15]=2)=[O:11])=[CH:8][N:7]=[CH:6][CH:5]=1.C1(P(C2C=CC=CC=2)C2C=CC=CC=2)C=CC=CC=1.N(C(OCC)=O)=NC(OCC)=O, predict the reaction product. The product is: [CH3:21][O:20][C:17]1[CH:18]=[CH:19][C:14]([CH2:13][N:12]2[CH2:2][CH2:3][C:4]3[C:9](=[CH:8][N:7]=[CH:6][CH:5]=3)[C:10]2=[O:11])=[CH:15][CH:16]=1. (3) Given the reactants [Br:1][C:2]1[N:7]=[N:6][C:5]([NH2:8])=[CH:4][CH:3]=1.Br[CH2:10][CH:11](OCC)OCC, predict the reaction product. The product is: [Br:1][C:2]1[CH:3]=[CH:4][C:5]2[N:6]([CH:10]=[CH:11][N:8]=2)[N:7]=1. (4) Given the reactants Br[CH2:2][C:3]1[CH:21]=[CH:20][C:6]([CH2:7][O:8][C:9]2[CH:14]=[CH:13][C:12]([C:15](=[O:17])[CH3:16])=[C:11]([OH:18])[C:10]=2[Cl:19])=[CH:5][CH:4]=1.[OH:22][C:23]1[CH:27]=[C:26]([C:28]2[CH:29]=[C:30](B(O)O)[CH:31]=[CH:32][CH:33]=2)[O:25][N:24]=1.C([O-])([O-])=O.[Na+].[Na+].C(O)CC, predict the reaction product. The product is: [OH:22][C:23]1[CH:27]=[C:26]([C:28]2[CH:33]=[C:32]([CH:31]=[CH:30][CH:29]=2)[CH2:2][C:3]2[CH:21]=[CH:20][C:6]([CH2:7][O:8][C:9]3[CH:14]=[CH:13][C:12]([C:15](=[O:17])[CH3:16])=[C:11]([OH:18])[C:10]=3[Cl:19])=[CH:5][CH:4]=2)[O:25][N:24]=1.